Dataset: Full USPTO retrosynthesis dataset with 1.9M reactions from patents (1976-2016). Task: Predict the reactants needed to synthesize the given product. (1) Given the product [Br:1][C:2]1[CH:3]=[C:4]2[C:9](=[CH:10][C:11]=1[O:12][CH2:13][C:14]1[CH:15]=[C:16]([S:20]([CH3:28])(=[NH:22])=[O:21])[CH:17]=[CH:18][CH:19]=1)[N:8]=[CH:7][N:6]=[C:5]2[NH:29][CH2:30][C@@H:31]([OH:33])[CH3:32], predict the reactants needed to synthesize it. The reactants are: [Br:1][C:2]1[CH:3]=[C:4]2[C:9](=[CH:10][C:11]=1[O:12][CH2:13][C:14]1[CH:15]=[C:16]([S:20]([CH3:28])(=[N:22]C(OCC)=O)=[O:21])[CH:17]=[CH:18][CH:19]=1)[N:8]=[CH:7][N:6]=[C:5]2[NH:29][CH2:30][C@@H:31]([OH:33])[CH3:32].[O-]CC.[Na+].C(=O)(O)[O-].[Na+]. (2) Given the product [C:11]([C:7]1[S:6][C:5]2[C:3]([OH:2])=[N:20][CH:19]=[N:10][C:9]=2[CH:8]=1)([CH3:14])([CH3:13])[CH3:12], predict the reactants needed to synthesize it. The reactants are: C[O:2][C:3]([C:5]1[S:6][C:7]([C:11]([CH3:14])([CH3:13])[CH3:12])=[CH:8][C:9]=1[NH2:10])=O.C(O)(=O)C.[CH:19](N)=[NH:20].